The task is: Binary Classification. Given a drug SMILES string, predict its activity (active/inactive) in a high-throughput screening assay against a specified biological target.. This data is from M1 muscarinic receptor agonist screen with 61,833 compounds. (1) The drug is o1c(NCCc2cc(OC)c(OC)cc2)c(nc1Cc1ccccc1)C#N. The result is 1 (active). (2) The drug is O(c1ccc(Cn2nnnc2C(N2CCN(CC2)c2ccccc2)CC(C)C)cc1)C. The result is 0 (inactive). (3) The result is 0 (inactive). The compound is o1nc(c2CCCCCc12)C(=O)N1CCN(CC1)C(c1ccccc1)c1ccccc1. (4) The molecule is Clc1ccc(C(N2CCN(CC2)C=O)C(=O)NC2CCCC2)cc1. The result is 0 (inactive). (5) The molecule is Clc1ccc(C\2N(CCCN(C)C)C(=O)C(=O)C2=C(\O)c2cc(OC)c(OC)cc2)cc1. The result is 0 (inactive).